This data is from Reaction yield outcomes from USPTO patents with 853,638 reactions. The task is: Predict the reaction yield, written as a fraction of the theoretical maximum amount of product (1.0 means a 100% yield; for example, 0.34 means a 34% yield). The reactants are [N:1]1([C:16]([O:18][CH2:19][C:20]2[CH:25]=[CH:24][CH:23]=[CH:22][CH:21]=2)=[O:17])[C:10]2[C:5](=[CH:6][CH:7]=[CH:8][CH:9]=2)[CH2:4][C:3]2([CH2:15][CH2:14][NH:13][CH2:12][CH2:11]2)[CH2:2]1.[Cl:26][C:27]1[C:28]([S:44](=[O:47])(=[O:46])[NH2:45])=[N:29][CH:30]=[C:31]([C:35]=1[NH:36][C:37]1[CH:38]=[C:39]([CH3:43])[CH:40]=[CH:41][CH:42]=1)[C:32](O)=[O:33]. No catalyst specified. The product is [Cl:26][C:27]1[C:28]([S:44](=[O:47])(=[O:46])[NH2:45])=[N:29][CH:30]=[C:31]([C:35]=1[NH:36][C:37]1[CH:38]=[C:39]([CH3:43])[CH:40]=[CH:41][CH:42]=1)[C:32]([N:13]1[CH2:12][CH2:11][C:3]2([CH2:4][C:5]3[C:10](=[CH:9][CH:8]=[CH:7][CH:6]=3)[N:1]([C:16]([O:18][CH2:19][C:20]3[CH:25]=[CH:24][CH:23]=[CH:22][CH:21]=3)=[O:17])[CH2:2]2)[CH2:15][CH2:14]1)=[O:33]. The yield is 0.730.